From a dataset of Peptide-MHC class I binding affinity with 185,985 pairs from IEDB/IMGT. Regression. Given a peptide amino acid sequence and an MHC pseudo amino acid sequence, predict their binding affinity value. This is MHC class I binding data. (1) The peptide sequence is TLYCVHQRI. The MHC is HLA-B53:01 with pseudo-sequence HLA-B53:01. The binding affinity (normalized) is 0.00939. (2) The peptide sequence is QVIFKCVPK. The MHC is HLA-A02:12 with pseudo-sequence HLA-A02:12. The binding affinity (normalized) is 0.609. (3) The peptide sequence is YTVLFSDL. The MHC is H-2-Db with pseudo-sequence H-2-Db. The binding affinity (normalized) is 0. (4) The peptide sequence is FYLPNIVDY. The MHC is HLA-B08:03 with pseudo-sequence HLA-B08:03. The binding affinity (normalized) is 0.0847. (5) The peptide sequence is DYHKILTAG. The MHC is HLA-A11:01 with pseudo-sequence HLA-A11:01. The binding affinity (normalized) is 0. (6) The peptide sequence is MLMEVFPQL. The MHC is HLA-B08:01 with pseudo-sequence HLA-B08:01. The binding affinity (normalized) is 0.762. (7) The MHC is HLA-B51:01 with pseudo-sequence HLA-B51:01. The peptide sequence is STLNFNNLR. The binding affinity (normalized) is 0.